Task: Binary Classification. Given a miRNA mature sequence and a target amino acid sequence, predict their likelihood of interaction.. Dataset: Experimentally validated miRNA-target interactions with 360,000+ pairs, plus equal number of negative samples (1) The protein sequence of the target gene is MEAVAAAEVTERKPDNDGVEPRVVHWGELSQTPIPSGPQEKETAERTPDIPNSGSSQAESPAVSAMLHAIAASHLPVCSQQQGEPDLTEPEKVAILGQLYHKKPLVFLERFRTGLREEHLACFGHLRGDHRADFYCAEVARQGTARPRTLRTRLRNRRYAALRELIQGGEYFSDEQMRFRAPLLYEQYIGQYLTQEELNARTAAPQAPRSGSPGTPAYPLSDLLFQSYQERELQQKLLQQQEEEEACFEEEEDSDEEDQRSDKDSEAWVPDSEERLILREEFTSRMHQRFLDGKDGGFDY.... Result: 1 (interaction). The miRNA is mmu-miR-3095-3p with sequence UGGACACUGGAGAGAGAGCUUUU. (2) The miRNA is hsa-miR-6077 with sequence GGGAAGAGCUGUACGGCCUUC. The protein sequence of the target gene is MVADIKGNEQIEKYSWREACDTGSSRMDRKHGKYILNVEHSENQPPITHPNDQEAHSSICWCLPSNDITSDVSPNLTGVCVNPGILAHSRCLQSESCNTQVKEYCRNDWSMWKVFLACLLACVIMTAIGVLIICLVNNKGSANSSIVIQLSTNDGECVTVKPGTPSPACPPTMTTTSTVPASTATESTTSTATAATTSTEPITVAPTDHL. Result: 1 (interaction). (3) The miRNA is dme-miR-9a-5p with sequence UCUUUGGUUAUCUAGCUGUAUGA. The protein sequence of the target gene is MSVRTLPLLFLNLGGEMLYVLDQRLRAQNIPGDKARKVLNDIISTMFNRKFMDELFKPQELYSKKALRTVYDRLAHASIMRLNQASMDKLYDLMTMAFKYQVLLCPRPKDVLLVTFNHLDAIKGFVQDSPTVIHQVDETFRQLSEVYGKLSEGEFQLIRQTLLNFFQDLHIRVSTFLKDKVQNSNGRFVLPVSGPVPWGTEVPGVIRVFSVKGKEVKKMKFRHGGDYVAAQKEGSFELYGDRVLKLGTNMYSASRPVETHMSATSKNAASRAQENIVPNPLAKEELNFLARLMGGMEIKK.... Result: 0 (no interaction). (4) The miRNA is hsa-miR-670-5p with sequence GUCCCUGAGUGUAUGUGGUG. The protein sequence of the target gene is MEIAPQEAPPVPGADGDIEEAPAEAGSPSPASPPADGRLKAAAKRVTFPSDEDIVSGAVEPKDPWRHAQNVTVDEVIGAYKQACQKLNCRQIPKLLRQLQEFTDLGHRLDCLDLKGEKLDYKTCEALEEVFKRLQFKVVDLEQTNLDEDGASALFDMIEYYESATHLNISFNKHIGTRGWQAAAHMMRKTSCLQYLDARNTPLLDHSAPFVARALRIRSSLAVLHLENASLSGRPLMLLATALKMNMNLRELYLADNKLNGLQDSAQLGNLLKFNCSLQILDLRNNHVLDSGLAYICEGL.... Result: 1 (interaction). (5) The miRNA is hsa-miR-6825-5p with sequence UGGGGAGGUGUGGAGUCAGCAU. The protein sequence of the target gene is MELAMDNSYAFNQRSTCNGIPSEKKNNFLVSEDHGQKILSVLQNFREQNVFYDFKIIMKDEIIPCHRCVLAACSDFFRAMFEVNMKERDDGSVTITNLSSKAVKAFLDYAYTGKTKITDDNVEMFFQLSSFLQVSFLSKACSDFLIKSINLVNCLQLLSISDSYGSTSLFDHALHFVQHHFSLLFKSSDFLEMNFGVLQKCLESDELNVPEEEMVLKVVLSWTKHNLESRQKYLPHLIEKVRLHQLSEETLQDCLFNEESLLKSTNCFDIIMDAIKCVQGSGGLFPDARPSTTEKYIFIH.... Result: 1 (interaction). (6) The miRNA is hsa-miR-6781-3p with sequence UGCCUCUUUUCCACGGCCUCAG. The protein sequence of the target gene is MAALAPLPPLPAQFKSIQHHLRTAQEHDKRDPVVAYYCRLYAMQTGMKIDSKTPECRKFLSKLMDQLEALKKQLGDNEAITQEIVGCAHLENYALKMFLYADNEDRAGRFHKNMIKSFYTASLLIDVITVFGELTDENVKHRKYARWKATYIHNCLKNGETPQAGPVGIEEDNDIEENEDAGAASLPTQPTQPSSSSTYDPSNMPSGNYTGIQIPPGAHAPANTPAEVPHSTGVASNTIQPTPQTIPAIDPALFNTISQGDVRLTPEDFARAQKYCKYAGSALQYEDVSTAVQNLQKALK.... Result: 1 (interaction). (7) The miRNA is mmu-miR-1948-3p with sequence UUUAGGCAGAGCACUCGUACAG. The protein sequence of the target gene is METGQRTSRKVRKLGSNRRRQTREPADGEGAAVAPEPESWSSQAAAELQAFFQDCGAKERGFVTREDLAVAKFSFLGSKEESEMIFDWVDVERKGHLSLEEFSSGLKNIFGSSQSPHRLRRRKPLPSKRVSATTSFPALEEADAEEKEAFLAFMEQLGTGHLLPKQMEIWQLWGQLRQEEPQLAGNLAGFLAKMTSRLQEAQADKEALELTLRKRDSDHHREVQQLYEEMEQQIRQEKQQLQAESDSRGLALTSQMQDVLEAKEREVQRLAEGQRELEAQLSHLRSTHQEAASENQQLQE.... Result: 0 (no interaction).